This data is from Full USPTO retrosynthesis dataset with 1.9M reactions from patents (1976-2016). The task is: Predict the reactants needed to synthesize the given product. Given the product [CH3:1][O:2][C:3]([C:5]1[CH:10]=[CH:9][CH:8]=[C:7]([C:11]2[CH:15]=[N:14][N:13]([CH2:29][CH2:28][CH2:27][CH2:26][CH2:25][CH2:24][NH2:23])[CH:12]=2)[N:6]=1)=[O:4], predict the reactants needed to synthesize it. The reactants are: [CH3:1][O:2][C:3]([C:5]1[CH:10]=[CH:9][CH:8]=[C:7]([C:11]2[CH:12]=[N:13][NH:14][CH:15]=2)[N:6]=1)=[O:4].C(OC([NH:23][CH2:24][CH2:25][CH2:26][CH2:27][CH2:28][CH2:29]OS(C)(=O)=O)=O)(C)(C)C.C([O-])([O-])=O.[Cs+].[Cs+].